This data is from Peptide-MHC class II binding affinity with 134,281 pairs from IEDB. The task is: Regression. Given a peptide amino acid sequence and an MHC pseudo amino acid sequence, predict their binding affinity value. This is MHC class II binding data. (1) The peptide sequence is NLNIKLNMPLYIAGN. The MHC is DRB1_0404 with pseudo-sequence DRB1_0404. The binding affinity (normalized) is 0.244. (2) The peptide sequence is TWQGGSGMASHIIYE. The MHC is DRB1_0401 with pseudo-sequence DRB1_0401. The binding affinity (normalized) is 0.238. (3) The peptide sequence is IGLQYLGYVIRDLAA. The MHC is DRB1_0801 with pseudo-sequence DRB1_0801. The binding affinity (normalized) is 0.661.